This data is from Full USPTO retrosynthesis dataset with 1.9M reactions from patents (1976-2016). The task is: Predict the reactants needed to synthesize the given product. (1) Given the product [NH2:17][C:15]1[C:14]([F:20])=[CH:13][N:12]=[C:11]([Cl:10])[CH:16]=1, predict the reactants needed to synthesize it. The reactants are: ClC1C=CC(F)=C[N+]=1[O-].[Cl:10][C:11]1[CH:16]=[C:15]([N+:17]([O-])=O)[C:14]([F:20])=[CH:13][N+:12]=1[O-]. (2) The reactants are: CN(C(ON1N=NC2C=CC=CC1=2)=[N+](C)C)C.[B-](F)(F)(F)F.[NH2:23][C:24]1[S:25][C:26]([C:32]2[CH:37]=[CH:36][CH:35]=[C:34]([F:38])[CH:33]=2)=[C:27]([C:29]([OH:31])=O)[N:28]=1.[C@H:39]12[CH2:44][C@H:43]1[CH2:42][C@@H:41]([CH2:45][NH:46][C:47](=[O:52])[C:48]([F:51])([F:50])[F:49])[NH:40]2.CCN(C(C)C)C(C)C. Given the product [NH2:23][C:24]1[S:25][C:26]([C:32]2[CH:37]=[CH:36][CH:35]=[C:34]([F:38])[CH:33]=2)=[C:27]([C:29]([N:40]2[C@H:41]([CH2:45][NH:46][C:47](=[O:52])[C:48]([F:50])([F:51])[F:49])[CH2:42][C@H:43]3[C@@H:39]2[CH2:44]3)=[O:31])[N:28]=1, predict the reactants needed to synthesize it. (3) Given the product [C:1]([C:5]1[CH:9]=[C:8]([NH:10][C:11]([NH:13][C@@H:14]2[C:23]3[C:18](=[CH:19][CH:20]=[CH:21][CH:22]=3)[C@H:17]([O:24][C:25]3[CH:26]=[CH:27][C:28]4[N:29]([C:31]([N:34]5[CH2:39][CH2:38][CH2:37][CH2:36][C@@H:35]5[CH3:40])=[N:32][N:33]=4)[CH:30]=3)[CH2:16][CH2:15]2)=[O:12])[N:7]([C:41]2[C:42]([CH2:49][O:50][Si:51]([CH:55]([CH3:57])[CH3:56])([CH:58]([CH3:60])[CH3:59])[CH:52]([CH3:53])[CH3:54])=[N:43][N:44]([CH2:46][CH2:47][O:48][S:71]([CH3:70])(=[O:73])=[O:72])[CH:45]=2)[N:6]=1)([CH3:2])([CH3:3])[CH3:4], predict the reactants needed to synthesize it. The reactants are: [C:1]([C:5]1[CH:9]=[C:8]([NH:10][C:11]([NH:13][C@@H:14]2[C:23]3[C:18](=[CH:19][CH:20]=[CH:21][CH:22]=3)[C@H:17]([O:24][C:25]3[CH:26]=[CH:27][C:28]4[N:29]([C:31]([N:34]5[CH2:39][CH2:38][CH2:37][CH2:36][C@@H:35]5[CH3:40])=[N:32][N:33]=4)[CH:30]=3)[CH2:16][CH2:15]2)=[O:12])[N:7]([C:41]2[C:42]([CH2:49][O:50][Si:51]([CH:58]([CH3:60])[CH3:59])([CH:55]([CH3:57])[CH3:56])[CH:52]([CH3:54])[CH3:53])=[N:43][N:44]([CH2:46][CH2:47][OH:48])[CH:45]=2)[N:6]=1)([CH3:4])([CH3:3])[CH3:2].CCN(C(C)C)C(C)C.[CH3:70][S:71](Cl)(=[O:73])=[O:72]. (4) The reactants are: FC(F)(F)[C:3](O)=[O:4].[NH2:8][C@@H:9]1[C:17]2[C:12](=[CH:13][CH:14]=[CH:15][CH:16]=2)[CH2:11][C@H:10]1[NH:18][C:19]([C:21]1[NH:25][C:24]2[C:26]([Cl:30])=[C:27]([Cl:29])[S:28][C:23]=2[CH:22]=1)=[O:20].C(O)=O.CCN(C(C)C)C(C)C.C1C=CC2N(O)N=NC=2C=1.CCN=C=NCCCN(C)C. Given the product [Cl:29][C:27]1[S:28][C:23]2[CH:22]=[C:21]([C:19]([NH:18][C@@H:10]3[CH2:11][C:12]4[C:17](=[CH:16][CH:15]=[CH:14][CH:13]=4)[C@H:9]3[NH:8][CH:3]=[O:4])=[O:20])[NH:25][C:24]=2[C:26]=1[Cl:30], predict the reactants needed to synthesize it. (5) Given the product [O:34]1[C:38]2[CH:39]=[CH:40][C:41]([CH2:43][NH:44][C:16]([C@@H:9]3[CH2:10][C:11](=[N:13][O:14][CH3:15])[CH2:12][N:8]3[C:6]([C:31]3[CH:30]=[CH:29][C:28]([C:19]4[CH:20]=[CH:21][CH:22]=[CH:23][CH:24]=4)=[CH:33][CH:32]=3)=[O:7])=[O:18])=[CH:42][C:37]=2[O:36][CH2:35]1, predict the reactants needed to synthesize it. The reactants are: C(O[C:6]([N:8]1[CH2:12][C:11](=[N:13][O:14][CH3:15])[CH2:10][C@H:9]1[C:16]([OH:18])=O)=[O:7])(C)(C)C.[C:19]1([C:28]2[CH:33]=[CH:32][CH:31]=[CH:30][CH:29]=2)[CH:24]=[CH:23][C:22](C(Cl)=O)=[CH:21][CH:20]=1.[O:34]1[C:38]2[CH:39]=[CH:40][C:41]([CH2:43][NH2:44])=[CH:42][C:37]=2[O:36][CH2:35]1. (6) The reactants are: [OH:1][N:2]=[C:3]([C:5]1[CH:13]=[CH:12][C:8]2[O:9][CH2:10][O:11][C:7]=2[CH:6]=1)[NH2:4].C(N(CC)CC)C.[Cl:21][C:22]1[CH:27]=[CH:26][CH:25]=[CH:24][C:23]=1[C:28]1[C:32]([C:33](Cl)=[O:34])=[C:31]([CH2:36][O:37][CH3:38])[O:30][N:29]=1.CC1C=CC=C(C)C=1C(Cl)=O. Given the product [Cl:21][C:22]1[CH:27]=[CH:26][CH:25]=[CH:24][C:23]=1[C:28]1[C:32]([C:33]([O:1]/[N:2]=[C:3](/[C:5]2[CH:13]=[CH:12][C:8]3[O:9][CH2:10][O:11][C:7]=3[CH:6]=2)\[NH2:4])=[O:34])=[C:31]([CH2:36][O:37][CH3:38])[O:30][N:29]=1, predict the reactants needed to synthesize it. (7) Given the product [CH2:1]([O:3][C:4]([C:6]1[N:7]([CH2:19][C:20]2[C:29]3[C:24](=[CH:25][CH:26]=[CH:27][CH:28]=3)[CH:23]=[CH:22][CH:21]=2)[C:8]2[C:13]([C:14]=1[CH2:15][N:16]([S:31]([CH3:30])(=[O:33])=[O:32])[CH3:17])=[CH:12][C:11]([F:18])=[CH:10][CH:9]=2)=[O:5])[CH3:2], predict the reactants needed to synthesize it. The reactants are: [CH2:1]([O:3][C:4]([C:6]1[N:7]([CH2:19][C:20]2[C:29]3[C:24](=[CH:25][CH:26]=[CH:27][CH:28]=3)[CH:23]=[CH:22][CH:21]=2)[C:8]2[C:13]([C:14]=1[CH2:15][NH:16][CH3:17])=[CH:12][C:11]([F:18])=[CH:10][CH:9]=2)=[O:5])[CH3:2].[CH3:30][S:31](Cl)(=[O:33])=[O:32].